From a dataset of Reaction yield outcomes from USPTO patents with 853,638 reactions. Predict the reaction yield, written as a fraction of the theoretical maximum amount of product (1.0 means a 100% yield; for example, 0.34 means a 34% yield). (1) The reactants are Br[C:2]1[S:6][C:5]([C:7]([N:9]([CH3:16])[C:10]2[CH:15]=[CH:14][CH:13]=[CH:12][CH:11]=2)=[O:8])=[CH:4][CH:3]=1.[C:17]1(B(O)O)[CH:22]=[CH:21][CH:20]=[CH:19][CH:18]=1. The catalyst is [Pd].C1(P(C2C=CC=CC=2)C2C=CC=CC=2)C=CC=CC=1.C1(P(C2C=CC=CC=2)C2C=CC=CC=2)C=CC=CC=1.C1(P(C2C=CC=CC=2)C2C=CC=CC=2)C=CC=CC=1.C1(P(C2C=CC=CC=2)C2C=CC=CC=2)C=CC=CC=1. The product is [CH3:16][N:9]([C:10]1[CH:15]=[CH:14][CH:13]=[CH:12][CH:11]=1)[C:7]([C:5]1[S:6][C:2]([C:17]2[CH:22]=[CH:21][CH:20]=[CH:19][CH:18]=2)=[CH:3][CH:4]=1)=[O:8]. The yield is 0.900. (2) The reactants are F[C:2]1[CH:7]=[CH:6][C:5]([C:8]2[O:9][C:10]([C:13]3[C:14]([C:19]4[CH:24]=[CH:23][CH:22]=[CH:21][CH:20]=4)=[N:15][O:16][C:17]=3[CH3:18])=[N:11][N:12]=2)=[C:4]([O:25][CH3:26])[CH:3]=1.[NH:27]1[CH2:32][CH2:31][NH:30][CH2:29][CH2:28]1. No catalyst specified. The product is [CH3:26][O:25][C:4]1[CH:3]=[C:2]([N:27]2[CH2:32][CH2:31][NH:30][CH2:29][CH2:28]2)[CH:7]=[CH:6][C:5]=1[C:8]1[O:9][C:10]([C:13]2[C:14]([C:19]3[CH:24]=[CH:23][CH:22]=[CH:21][CH:20]=3)=[N:15][O:16][C:17]=2[CH3:18])=[N:11][N:12]=1. The yield is 0.170. (3) The reactants are [Br:1][CH2:2][C:3]1[CH:11]=[CH:10][C:6]([C:7]([OH:9])=O)=[C:5]([F:12])[C:4]=1[F:13].CCN(C(C)C)C(C)C.S(Cl)(Cl)=O.[Cl:27][C:28]1[C:34]([Cl:35])=[CH:33][C:31]([NH2:32])=[C:30]([N:36]2[CH2:41][CH2:40][N:39]([CH2:42][CH2:43][C:44]([F:47])([F:46])[F:45])[CH2:38][CH2:37]2)[CH:29]=1. The catalyst is C(Cl)Cl. The product is [Br:1][CH2:2][C:3]1[CH:11]=[CH:10][C:6]([C:7]([NH:32][C:31]2[CH:33]=[C:34]([Cl:35])[C:28]([Cl:27])=[CH:29][C:30]=2[N:36]2[CH2:37][CH2:38][N:39]([CH2:42][CH2:43][C:44]([F:47])([F:46])[F:45])[CH2:40][CH2:41]2)=[O:9])=[C:5]([F:12])[C:4]=1[F:13]. The yield is 0.218.